Dataset: Full USPTO retrosynthesis dataset with 1.9M reactions from patents (1976-2016). Task: Predict the reactants needed to synthesize the given product. Given the product [NH:15]1[C:14]2[CH:13]=[CH:12][C:8]([C:9]([OH:11])=[O:10])=[CH:7][C:6]=2[N:5]=[N:1]1, predict the reactants needed to synthesize it. The reactants are: [N:1]([O-])=O.[Na+].[NH2:5][C:6]1[CH:7]=[C:8]([CH:12]=[CH:13][C:14]=1[NH2:15])[C:9]([OH:11])=[O:10].